This data is from Catalyst prediction with 721,799 reactions and 888 catalyst types from USPTO. The task is: Predict which catalyst facilitates the given reaction. (1) Reactant: [F:1][CH:2]([F:5])[CH2:3][OH:4].[H-].[Na+].[F:8][C:9]1[CH:14]=[C:13](F)[CH:12]=[CH:11][N:10]=1.O. Product: [F:1][CH:2]([F:5])[CH2:3][O:4][C:13]1[CH:12]=[CH:11][N:10]=[C:9]([F:8])[CH:14]=1. The catalyst class is: 3. (2) Reactant: Cl.[NH2:2][CH2:3][C:4]1[O:8][N:7]=[C:6]([CH3:9])[CH:5]=1.[Br:10][C:11]1[C:12]([NH:18][C:19]2[CH:23]=[C:22]([CH3:24])[NH:21][N:20]=2)=[N:13][C:14](Cl)=[N:15][CH:16]=1.C(N(CC)C(C)C)(C)C. Product: [Br:10][C:11]1[C:12]([NH:18][C:19]2[CH:23]=[C:22]([CH3:24])[NH:21][N:20]=2)=[N:13][C:14]([NH:2][CH2:3][C:4]2[O:8][N:7]=[C:6]([CH3:9])[CH:5]=2)=[N:15][CH:16]=1. The catalyst class is: 51. (3) Reactant: [Si:1]([O:8][C:9]1[CH:10]=[C:11]([CH:14]=[C:15](/[CH:17]=[CH:18]/[CH2:19][O:20][CH3:21])[CH:16]=1)[CH:12]=[O:13])([C:4]([CH3:7])([CH3:6])[CH3:5])([CH3:3])[CH3:2]. Product: [Si:1]([O:8][C:9]1[CH:10]=[C:11]([CH:14]=[C:15]([CH2:17][CH2:18][CH2:19][O:20][CH3:21])[CH:16]=1)[CH:12]=[O:13])([C:4]([CH3:7])([CH3:6])[CH3:5])([CH3:2])[CH3:3]. The catalyst class is: 99. (4) The catalyst class is: 3. Reactant: [Cl:1][C:2]1[CH:3]=[C:4]2[C:8](=[CH:9][CH:10]=1)[NH:7][C:6]([C:11]([CH:13]([CH2:25][CH2:26][CH3:27])[CH2:14][C:15]1[CH:24]=[CH:23][C:18]([C:19]([O:21][CH3:22])=[O:20])=[CH:17][CH:16]=1)=[O:12])=[CH:5]2.[H-].[Na+].[C:30]([C:34]1[CH:41]=[CH:40][C:37]([CH2:38]Br)=[CH:36][CH:35]=1)([CH3:33])([CH3:32])[CH3:31]. Product: [C:30]([C:34]1[CH:35]=[CH:36][C:37]([CH2:38][N:7]2[C:8]3[C:4](=[CH:3][C:2]([Cl:1])=[CH:10][CH:9]=3)[CH:5]=[C:6]2[C:11]([CH:13]([CH2:25][CH2:26][CH3:27])[CH2:14][C:15]2[CH:24]=[CH:23][C:18]([C:19]([O:21][CH3:22])=[O:20])=[CH:17][CH:16]=2)=[O:12])=[CH:40][CH:41]=1)([CH3:33])([CH3:31])[CH3:32].